Dataset: Catalyst prediction with 721,799 reactions and 888 catalyst types from USPTO. Task: Predict which catalyst facilitates the given reaction. (1) Reactant: [C:1]([N:4]1[C:13]2[C:8](=[CH:9][C:10]([N+:14]([O-:16])=[O:15])=[CH:11][CH:12]=2)[C:7](=O)[CH:6]([C:18](=O)[C:19]([O:21][CH2:22][CH3:23])=[O:20])[CH2:5]1)(=[O:3])[CH3:2].Cl.[F:26][C:27]1[CH:32]=[CH:31][C:30]([NH:33][NH2:34])=[CH:29][CH:28]=1. Product: [C:1]([N:4]1[C:13]2[CH:12]=[CH:11][C:10]([N+:14]([O-:16])=[O:15])=[CH:9][C:8]=2[C:7]2[N:33]([C:30]3[CH:31]=[CH:32][C:27]([F:26])=[CH:28][CH:29]=3)[N:34]=[C:18]([C:19]([O:21][CH2:22][CH3:23])=[O:20])[C:6]=2[CH2:5]1)(=[O:3])[CH3:2]. The catalyst class is: 15. (2) The catalyst class is: 12. Reactant: [F:1][C:2]1[CH:3]=[C:4]([CH:9]=[CH:10][C:11]=1[O:12][CH:13]([CH3:15])[CH3:14])[C:5]([O:7]C)=[O:6].[OH-].[Na+]. Product: [F:1][C:2]1[CH:3]=[C:4]([CH:9]=[CH:10][C:11]=1[O:12][CH:13]([CH3:15])[CH3:14])[C:5]([OH:7])=[O:6]. (3) Reactant: C([O:8][C@@H:9]1[C@@H:17]([C@@:18]([OH:24])([CH3:23])[C:19]([F:22])([F:21])[F:20])[O:16][C@H:15]2[C@H:11]([N:12]=[C:13]([N:25](C)[C:26](=O)OC(C)(C)C)[S:14]2)[C@@H:10]1[F:34])C1C=CC=CC=1.[Si](C(F)(F)F)(C)(C)C.B(Cl)(Cl)Cl. Product: [F:34][C@H:10]1[C@H:11]2[N:12]=[C:13]([NH:25][CH3:26])[S:14][C@H:15]2[O:16][C@H:17]([C@@:18]([OH:24])([CH3:23])[C:19]([F:22])([F:21])[F:20])[C@H:9]1[OH:8]. The catalyst class is: 2. (4) Product: [Cl:7][C:8]1[CH:13]=[C:12]([N+:14]([O-:16])=[O:15])[CH:11]=[CH:10][C:9]=1[N:1]1[CH2:6][CH2:5][O:4][CH2:3][CH2:2]1. The catalyst class is: 3. Reactant: [NH:1]1[CH2:6][CH2:5][O:4][CH2:3][CH2:2]1.[Cl:7][C:8]1[CH:13]=[C:12]([N+:14]([O-:16])=[O:15])[CH:11]=[CH:10][C:9]=1F.CCN(CC)CC. (5) Reactant: C[O:2][C:3](=[O:32])[C:4]1[CH:9]=[CH:8][C:7]([CH:10]([O:14][C:15]2[CH:20]=[C:19]([CH3:21])[C:18]([C:22]3[CH:27]=[CH:26][C:25]([CH:28]([CH3:30])[CH3:29])=[CH:24][CH:23]=3)=[C:17]([CH3:31])[CH:16]=2)[CH:11]([CH3:13])[CH3:12])=[CH:6][CH:5]=1.[OH-].[Na+]. Product: [CH:28]([C:25]1[CH:24]=[CH:23][C:22]([C:18]2[C:19]([CH3:21])=[CH:20][C:15]([O:14][CH:10]([C:7]3[CH:8]=[CH:9][C:4]([C:3]([OH:32])=[O:2])=[CH:5][CH:6]=3)[CH:11]([CH3:13])[CH3:12])=[CH:16][C:17]=2[CH3:31])=[CH:27][CH:26]=1)([CH3:29])[CH3:30]. The catalyst class is: 5. (6) Reactant: [CH3:1][O:2][C:3]([NH:5][C@@H:6]([CH:10]1[CH2:15][CH2:14][O:13][CH2:12][CH2:11]1)[C:7]([OH:9])=O)=[O:4].CN(C(ON1N=NC2C=CC=NC1=2)=[N+](C)C)C.F[P-](F)(F)(F)(F)F.Cl.Cl.Cl.[Cl:43][C:44]1[C:45]([NH:73][C:74](=[O:94])[C:75]2[CH:80]=[CH:79][C:78]([N:81]3[CH2:86][CH2:85][N:84]([C:87](=[O:92])[C:88]([CH3:91])([CH3:90])[CH3:89])[CH2:83][C@H:82]3[CH3:93])=[N:77][CH:76]=2)=[CH:46][C:47]([O:68][C:69]([F:72])([F:71])[F:70])=[C:48]([C:50]2[CH:55]=[CH:54][C:53]([C:56]3[N:57]=[C:58]([C@@H:61]4[CH2:65][C@H:64]([O:66][CH3:67])[CH2:63][NH:62]4)[NH:59][CH:60]=3)=[CH:52][CH:51]=2)[CH:49]=1.CCN(C(C)C)C(C)C. Product: [CH3:1][O:2][C:3](=[O:4])[NH:5][C@@H:6]([CH:10]1[CH2:15][CH2:14][O:13][CH2:12][CH2:11]1)[C:7]([N:62]1[CH2:63][C@@H:64]([O:66][CH3:67])[CH2:65][C@H:61]1[C:58]1[NH:59][CH:60]=[C:56]([C:53]2[CH:54]=[CH:55][C:50]([C:48]3[CH:49]=[C:44]([Cl:43])[C:45]([NH:73][C:74]([C:75]4[CH:76]=[N:77][C:78]([N:81]5[CH2:86][CH2:85][N:84]([C:87](=[O:92])[C:88]([CH3:90])([CH3:91])[CH3:89])[CH2:83][C@H:82]5[CH3:93])=[CH:79][CH:80]=4)=[O:94])=[CH:46][C:47]=3[O:68][C:69]([F:71])([F:72])[F:70])=[CH:51][CH:52]=2)[N:57]=1)=[O:9]. The catalyst class is: 44. (7) Reactant: [F:1][C:2]([F:38])([F:37])[C:3]1[CH:4]=[C:5]([CH:34]=[CH:35][CH:36]=1)[C:6]([NH:8][C:9]1[CH:10]=[C:11]([CH:31]=[CH:32][CH:33]=1)[O:12][C:13]1[CH:14]=[CH:15][C:16]2[N:17]([CH:19]=[C:20]([NH:22][C:23](=[O:30])OCC(Cl)(Cl)Cl)[N:21]=2)[N:18]=1)=[O:7].[CH3:39][N:40]1[CH2:45][CH2:44][NH:43][CH2:42][CH2:41]1.C(N(C(C)C)C(C)C)(C)C. Product: [CH3:39][N:40]1[CH2:45][CH2:44][N:43]([C:23]([NH:22][C:20]2[N:21]=[C:16]3[CH:15]=[CH:14][C:13]([O:12][C:11]4[CH:31]=[CH:32][CH:33]=[C:9]([NH:8][C:6](=[O:7])[C:5]5[CH:34]=[CH:35][CH:36]=[C:3]([C:2]([F:38])([F:37])[F:1])[CH:4]=5)[CH:10]=4)=[N:18][N:17]3[CH:19]=2)=[O:30])[CH2:42][CH2:41]1. The catalyst class is: 16.